This data is from Peptide-MHC class II binding affinity with 134,281 pairs from IEDB. The task is: Regression. Given a peptide amino acid sequence and an MHC pseudo amino acid sequence, predict their binding affinity value. This is MHC class II binding data. (1) The peptide sequence is SGQVVTYALNTITNLKK. The MHC is DRB1_1301 with pseudo-sequence DRB1_1301. The binding affinity (normalized) is 0.611. (2) The peptide sequence is RIEEVTRMAMTDTTP. The MHC is HLA-DQA10103-DQB10603 with pseudo-sequence HLA-DQA10103-DQB10603. The binding affinity (normalized) is 0. (3) The peptide sequence is KVITALTERLYVGGPMHNSK. The MHC is DRB1_0301 with pseudo-sequence DRB1_0301. The binding affinity (normalized) is 0.382.